Dataset: Catalyst prediction with 721,799 reactions and 888 catalyst types from USPTO. Task: Predict which catalyst facilitates the given reaction. Reactant: [N:1]1([CH:6]([C:8]2[CH:13]=[CH:12][C:11]([CH2:14]O)=[CH:10][CH:9]=2)[CH3:7])[CH:5]=[CH:4][CH:3]=[N:2]1.P(Br)(Br)[Br:17]. Product: [Br:17][CH2:14][C:11]1[CH:12]=[CH:13][C:8]([CH:6]([N:1]2[CH:5]=[CH:4][CH:3]=[N:2]2)[CH3:7])=[CH:9][CH:10]=1. The catalyst class is: 2.